Task: Predict which catalyst facilitates the given reaction.. Dataset: Catalyst prediction with 721,799 reactions and 888 catalyst types from USPTO Reactant: Br[C:2]1[C:3](=[O:17])[N:4]([C:9]2[CH:14]=[C:13]([F:15])[CH:12]=[C:11]([F:16])[CH:10]=2)[N:5]=[CH:6][C:7]=1[OH:8].[OH-].[Na+]. Product: [F:16][C:11]1[CH:10]=[C:9]([N:4]2[C:3](=[O:17])[CH:2]=[C:7]([OH:8])[CH:6]=[N:5]2)[CH:14]=[C:13]([F:15])[CH:12]=1. The catalyst class is: 29.